This data is from Catalyst prediction with 721,799 reactions and 888 catalyst types from USPTO. The task is: Predict which catalyst facilitates the given reaction. (1) The catalyst class is: 10. Reactant: [CH3:1][C:2]1[C:3]([C:16]2[CH:21]=[CH:20][C:19]([S:22]([CH3:25])(=[O:24])=[O:23])=[CH:18][CH:17]=2)=[N:4][C:5](S(C)(=O)=O)=[N:6][C:7]=1[C:8]([F:11])([F:10])[F:9].[CH2:26]([NH2:30])[CH:27]([CH3:29])[CH3:28]. Product: [CH2:26]([NH:30][C:5]1[N:4]=[C:3]([C:16]2[CH:17]=[CH:18][C:19]([S:22]([CH3:25])(=[O:23])=[O:24])=[CH:20][CH:21]=2)[C:2]([CH3:1])=[C:7]([C:8]([F:9])([F:10])[F:11])[N:6]=1)[CH:27]([CH3:29])[CH3:28]. (2) Reactant: [CH3:1][N:2]([CH3:26])[CH:3]1[CH2:8][CH2:7][C:6]([C:9]2[C:10]([F:25])=[C:11]([NH:15][C:16](=[O:24])[C:17]3[CH:22]=[CH:21][C:20]([F:23])=[CH:19][CH:18]=3)[CH:12]=[CH:13][CH:14]=2)=[CH:5][CH2:4]1.[ClH:27]. Product: [ClH:27].[CH3:1][N:2]([CH3:26])[CH:3]1[CH2:8][CH2:7][C:6]([C:9]2[C:10]([F:25])=[C:11]([NH:15][C:16](=[O:24])[C:17]3[CH:22]=[CH:21][C:20]([F:23])=[CH:19][CH:18]=3)[CH:12]=[CH:13][CH:14]=2)=[CH:5][CH2:4]1. The catalyst class is: 343. (3) Reactant: [Cl:1][C:2]1[CH:3]=[CH:4][C:5]([O:29][CH:30]([F:32])[F:31])=[C:6]([C:8]2[C:12]([NH:13][C:14]([C:16]3[CH:17]=[N:18][N:19]4[CH:24]=[CH:23][CH:22]=[N:21][C:20]=34)=[O:15])=[CH:11][N:10]([CH2:25][C:26]([OH:28])=O)[N:9]=2)[CH:7]=1.Cl.[NH:34]1[CH2:39][CH2:38][CH:37]([C:40]([O:42][CH2:43][CH:44]2[CH2:49][CH2:48][N:47]([CH3:50])[CH2:46][CH2:45]2)=[O:41])[CH2:36][CH2:35]1.CCN(C(C)C)C(C)C.CN(C(ON1N=NC2C=CC=NC1=2)=[N+](C)C)C.F[P-](F)(F)(F)(F)F. Product: [Cl:1][C:2]1[CH:3]=[CH:4][C:5]([O:29][CH:30]([F:32])[F:31])=[C:6]([C:8]2[C:12]([NH:13][C:14]([C:16]3[CH:17]=[N:18][N:19]4[CH:24]=[CH:23][CH:22]=[N:21][C:20]=34)=[O:15])=[CH:11][N:10]([CH2:25][C:26]([N:34]3[CH2:35][CH2:36][CH:37]([C:40]([O:42][CH2:43][CH:44]4[CH2:49][CH2:48][N:47]([CH3:50])[CH2:46][CH2:45]4)=[O:41])[CH2:38][CH2:39]3)=[O:28])[N:9]=2)[CH:7]=1. The catalyst class is: 18. (4) Reactant: [O:1]=[CH:2][C@@H:3]([C@@H:5]([C@H:7]([C@H:9]([CH2:11][OH:12])[OH:10])[OH:8])[OH:6])[OH:4].C(O[C:17](=[O:19])[CH3:18])(=O)C.C([O:23][CH2:24][CH3:25])(=O)C. Product: [C:2]([O:1][CH:2]1[O:10][C@@H:9]([CH2:11][O:12][C:17](=[O:19])[CH3:18])[C@H:7]([O:8][C:24](=[O:23])[CH3:25])[C@@H:5]([O:6][C:9](=[O:10])[CH3:11])[C@H:3]1[O:4][C:5](=[O:6])[CH3:7])(=[O:1])[CH3:3]. The catalyst class is: 17. (5) Reactant: C1(N2[C:14]3[C:9](=[CH:10][CH:11]=[C:12]([C:15]4[N:19]([C:20]5C=CC(C(O)=O)=CC=5)N=CC=4)[CH:13]=3)C(CC)=N2)CCCC1.C1N=CN([C:36](N2C=NC=C2)=[O:37])C=1.Cl.CN[O:46]C.O. Product: [CH3:36][O:37][N:19]([CH3:20])[C:15](=[O:46])[C:12]1[CH:11]=[CH:10][CH:9]=[CH:14][CH:13]=1. The catalyst class is: 124. (6) Reactant: [CH3:1][O:2][C:3]1[CH:8]=[CH:7][C:6]([N:9]2[CH2:14][CH2:13][O:12][CH2:11][CH2:10]2)=[CH:5][C:4]=1[NH:15][C:16]([C:18]1[NH:27][C:21]2=[N:22][C:23]([Cl:26])=[CH:24][CH:25]=[C:20]2[N:19]=1)=[S:17].Br.CC(O)=O.CS(C)=O.[OH-].[NH4+]. Product: [Cl:26][C:23]1[N:22]=[C:21]2[NH:27][C:18]([C:16]3[S:17][C:5]4[C:6]([N:9]5[CH2:14][CH2:13][O:12][CH2:11][CH2:10]5)=[CH:7][CH:8]=[C:3]([O:2][CH3:1])[C:4]=4[N:15]=3)=[N:19][C:20]2=[CH:25][CH:24]=1. The catalyst class is: 84. (7) Reactant: [C:1]([C:5]1[S:6][C:7]([CH2:14][NH:15][C:16]2[CH:21]=[CH:20][CH:19]=[C:18]([C:22]3[CH:27]=[C:26]([NH:28][C:29]4[CH:34]=[CH:33][N:32]=[CH:31][N:30]=4)[C:25](=[O:35])[N:24]([CH3:36])[CH:23]=3)[C:17]=2[CH2:37][O:38][Si:39]([C:42]([CH3:45])([CH3:44])[CH3:43])([CH3:41])[CH3:40])=[C:8]([C:10]([O:12]C)=[O:11])[N:9]=1)([CH3:4])([CH3:3])[CH3:2].[OH-].[Li+]. Product: [C:1]([C:5]1[S:6][C:7]([CH2:14][NH:15][C:16]2[CH:21]=[CH:20][CH:19]=[C:18]([C:22]3[CH:27]=[C:26]([NH:28][C:29]4[CH:34]=[CH:33][N:32]=[CH:31][N:30]=4)[C:25](=[O:35])[N:24]([CH3:36])[CH:23]=3)[C:17]=2[CH2:37][O:38][Si:39]([C:42]([CH3:45])([CH3:44])[CH3:43])([CH3:41])[CH3:40])=[C:8]([C:10]([OH:12])=[O:11])[N:9]=1)([CH3:4])([CH3:2])[CH3:3]. The catalyst class is: 252. (8) Reactant: [CH3:1][N:2]([CH3:18])[CH2:3][CH2:4][N:5]1[CH2:10][CH2:9][C:8]2[NH:11][C:12]([CH:15]=O)=[C:13]([CH3:14])[C:7]=2[C:6]1=[O:17].[F:19][C:20]1[CH:21]=[C:22]2[C:26](=[CH:27][CH:28]=1)[NH:25][C:24](=[O:29])[CH2:23]2.N1CCCCC1. Product: [CH3:1][N:2]([CH3:18])[CH2:3][CH2:4][N:5]1[CH2:10][CH2:9][C:8]2[NH:11][C:12]([CH:15]=[C:23]3[C:22]4[C:26](=[CH:27][CH:28]=[C:20]([F:19])[CH:21]=4)[NH:25][C:24]3=[O:29])=[C:13]([CH3:14])[C:7]=2[C:6]1=[O:17]. The catalyst class is: 8.